From a dataset of Catalyst prediction with 721,799 reactions and 888 catalyst types from USPTO. Predict which catalyst facilitates the given reaction. (1) Reactant: [C:1](Cl)(=[O:3])[CH3:2].[Cl:5][C:6]1[CH:7]=[CH:8][C:9]2[N:15]([CH2:16][C:17]([CH3:21])([CH3:20])[CH2:18][OH:19])[C:14](=[O:22])[C@@H:13]([CH2:23][C:24]([NH:26][C:27]3[CH:28]=[C:29]([CH2:37][CH2:38][C:39]([OH:41])=[O:40])[CH:30]=[CH:31][C:32]=3[O:33][CH:34]([CH3:36])[CH3:35])=[O:25])[O:12][C@H:11]([C:42]3[CH:47]=[CH:46][CH:45]=[C:44]([O:48][CH3:49])[C:43]=3[O:50][CH3:51])[C:10]=2[CH:52]=1.N1C=CC=CC=1.C(OCC)(=O)C. Product: [C:1]([O:19][CH2:18][C:17]([CH3:20])([CH3:21])[CH2:16][N:15]1[C:9]2[CH:8]=[CH:7][C:6]([Cl:5])=[CH:52][C:10]=2[C@@H:11]([C:42]2[CH:47]=[CH:46][CH:45]=[C:44]([O:48][CH3:49])[C:43]=2[O:50][CH3:51])[O:12][C@H:13]([CH2:23][C:24]([NH:26][C:27]2[CH:28]=[C:29]([CH2:37][CH2:38][C:39]([OH:41])=[O:40])[CH:30]=[CH:31][C:32]=2[O:33][CH:34]([CH3:35])[CH3:36])=[O:25])[C:14]1=[O:22])(=[O:3])[CH3:2]. The catalyst class is: 6. (2) Reactant: C(OC([N:8]1[CH2:52][CH2:51][CH2:50][C@H:9]1[C:10]([NH:12][C:13]1[CH:18]=[CH:17][C:16]([CH2:19][CH:20]([C:27]2[CH:32]=[CH:31][C:30]([C:33]3[NH:37][C:36]([C@@H:38]4[CH2:42][CH2:41][CH2:40][N:39]4C(OC(C)(C)C)=O)=[N:35][CH:34]=3)=[CH:29][CH:28]=2)[C:21]2[CH:26]=[CH:25][CH:24]=[CH:23][CH:22]=2)=[CH:15][CH:14]=1)=[O:11])=O)(C)(C)C.FC(F)(F)C(O)=O. Product: [C:21]1([CH:20]([C:27]2[CH:32]=[CH:31][C:30]([C:33]3[NH:37][C:36]([C@@H:38]4[CH2:42][CH2:41][CH2:40][NH:39]4)=[N:35][CH:34]=3)=[CH:29][CH:28]=2)[CH2:19][C:16]2[CH:17]=[CH:18][C:13]([NH:12][C:10](=[O:11])[C@@H:9]3[CH2:50][CH2:51][CH2:52][NH:8]3)=[CH:14][CH:15]=2)[CH:22]=[CH:23][CH:24]=[CH:25][CH:26]=1. The catalyst class is: 4. (3) Reactant: [F:1][C:2]1[CH:7]=[CH:6][CH:5]=[C:4]([F:8])[C:3]=1[N:9]1[C:14]2[N:15]=[C:16]([S:29][CH3:30])[N:17]=[C:18]([C:19]3[CH:20]=[C:21]([CH:25]=[CH:26][C:27]=3[CH3:28])[C:22](O)=[O:23])[C:13]=2[CH2:12][NH:11][C:10]1=[O:31].[CH2:32]([NH2:35])[CH2:33][CH3:34].CN(C(ON1N=NC2C=CC=NC1=2)=[N+](C)C)C.F[P-](F)(F)(F)(F)F.C(N(C(C)C)CC)(C)C. Product: [F:1][C:2]1[CH:7]=[CH:6][CH:5]=[C:4]([F:8])[C:3]=1[N:9]1[C:14]2[N:15]=[C:16]([S:29][CH3:30])[N:17]=[C:18]([C:19]3[CH:20]=[C:21]([CH:25]=[CH:26][C:27]=3[CH3:28])[C:22]([NH:35][CH2:32][CH2:33][CH3:34])=[O:23])[C:13]=2[CH2:12][NH:11][C:10]1=[O:31]. The catalyst class is: 34. (4) Reactant: [Cl:1][C:2]1[N:10](CC=C)[C:9]2[C:8](=[O:14])[N:7]([CH2:15][CH:16]([OH:27])[CH2:17][CH2:18][CH2:19][CH2:20][C:21]3[CH:26]=[CH:25][CH:24]=[CH:23][CH:22]=3)[C:6](=[O:28])[N:5]([CH2:29][CH2:30][CH2:31][CH2:32][CH3:33])[C:4]=2[N:3]=1.N1CCOCC1. Product: [Cl:1][C:2]1[NH:10][C:9]2[C:8](=[O:14])[N:7]([CH2:15][CH:16]([OH:27])[CH2:17][CH2:18][CH2:19][CH2:20][C:21]3[CH:26]=[CH:25][CH:24]=[CH:23][CH:22]=3)[C:6](=[O:28])[N:5]([CH2:29][CH2:30][CH2:31][CH2:32][CH3:33])[C:4]=2[N:3]=1. The catalyst class is: 176. (5) Reactant: I[C:2]1[N:7]2[N:8]=[C:9]([C:11]([F:14])([F:13])[F:12])[CH:10]=[C:6]2[C:5]([CH:15]=[O:16])=[CH:4][CH:3]=1.[CH3:17][NH2:18]. Product: [CH3:17][NH:18][C:2]1[N:7]2[N:8]=[C:9]([C:11]([F:14])([F:13])[F:12])[CH:10]=[C:6]2[C:5]([CH:15]=[O:16])=[CH:4][CH:3]=1. The catalyst class is: 1. (6) Reactant: [C:1]1([S:7]([OH:9])=[O:8])[CH:6]=[CH:5][CH:4]=[CH:3][CH:2]=1.[Cl-].[Cl-].[Ca+2].[F:13][C:14]1[CH:29]=[CH:28][C:17]([O:18][CH2:19][C@@H:20]([OH:27])[CH2:21][CH2:22][CH2:23][CH2:24][CH:25]=O)=[CH:16][CH:15]=1. Product: [C:1]1([S:7]([CH:25]2[CH2:24][CH2:23][CH2:22][CH2:21][C@@H:20]([CH2:19][O:18][C:17]3[CH:28]=[CH:29][C:14]([F:13])=[CH:15][CH:16]=3)[O:27]2)(=[O:9])=[O:8])[CH:6]=[CH:5][CH:4]=[CH:3][CH:2]=1. The catalyst class is: 2. (7) Reactant: [CH3:1][CH:2]([CH2:5][CH2:6][NH:7][CH2:8][C:9]1[CH:14]=[CH:13][CH:12]=[CH:11][C:10]=1[N+:15]([O-:17])=[O:16])[CH2:3][OH:4].C(N(CC)CC)C.Cl[C:26](Cl)([O:28]C(=O)OC(Cl)(Cl)Cl)Cl.O. Product: [CH3:1][CH:2]1[CH2:3][O:4][C:26](=[O:28])[N:7]([CH2:8][C:9]2[CH:14]=[CH:13][CH:12]=[CH:11][C:10]=2[N+:15]([O-:17])=[O:16])[CH2:6][CH2:5]1. The catalyst class is: 11. (8) Reactant: [CH:1]([C:4]1[N:5]=[C:6]([C:9]2[CH:18]=[C:17]([O:19][CH:20]3[CH2:37][CH:36]4[CH:22]([C:23](=[O:43])[N:24]([CH3:42])[CH2:25][CH2:26][CH2:27][CH2:28][CH:29]=[CH:30][CH:31]5[C:33]([C:39](O)=[O:40])([NH:34][C:35]4=[O:38])[CH2:32]5)[CH2:21]3)[C:16]3[C:11](=[C:12]([CH3:46])[C:13]([O:44][CH3:45])=[CH:14][CH:15]=3)[N:10]=2)[S:7][CH:8]=1)([CH3:3])[CH3:2].C(N1C=CN=C1)(N1C=CN=C1)=O.[CH3:59][C:60]1([S:63]([NH2:66])(=[O:65])=[O:64])[CH2:62][CH2:61]1.C1CCN2C(=NCCC2)CC1. Product: [CH:1]([C:4]1[N:5]=[C:6]([C:9]2[CH:18]=[C:17]([O:19][CH:20]3[CH2:37][CH:36]4[CH:22]([C:23](=[O:43])[N:24]([CH3:42])[CH2:25][CH2:26][CH2:27][CH2:28][CH:29]=[CH:30][CH:31]5[C:33]([C:39]([NH:66][S:63]([C:60]6([CH3:59])[CH2:62][CH2:61]6)(=[O:65])=[O:64])=[O:40])([NH:34][C:35]4=[O:38])[CH2:32]5)[CH2:21]3)[C:16]3[C:11](=[C:12]([CH3:46])[C:13]([O:44][CH3:45])=[CH:14][CH:15]=3)[N:10]=2)[S:7][CH:8]=1)([CH3:3])[CH3:2]. The catalyst class is: 1.